From a dataset of Forward reaction prediction with 1.9M reactions from USPTO patents (1976-2016). Predict the product of the given reaction. (1) Given the reactants [I-].[F:2][C:3]([F:30])([F:29])[C:4]([NH:6][C@H:7]([CH3:28])[CH2:8][P+](C1C=CC=CC=1)(C1C=CC=CC=1)C1C=CC=CC=1)=[O:5].C([Li])CCC.[CH2:36]([O:43][CH2:44][CH:45]=O)[C:37]1[CH:42]=[CH:41][CH:40]=[CH:39][CH:38]=1.[Cl-].[NH4+], predict the reaction product. The product is: [CH2:36]([O:43][CH2:44][CH:45]=[CH:8][C@H:7]([NH:6][C:4](=[O:5])[C:3]([F:30])([F:29])[F:2])[CH3:28])[C:37]1[CH:38]=[CH:39][CH:40]=[CH:41][CH:42]=1. (2) Given the reactants [NH2:1][C@@H:2]([CH2:33][C:34]1[CH:39]=[CH:38][CH:37]=[CH:36][CH:35]=1)[CH2:3][C@H:4]([OH:32])[C@@H:5]([NH:19][C:20]([C@@H:22]([NH:27][C:28](=[O:31])[O:29][CH3:30])[C:23]([CH3:26])([CH3:25])[CH3:24])=[O:21])[CH2:6][C:7]1[CH:12]=[CH:11][C:10]([C:13]2[CH:18]=[CH:17][CH:16]=[CH:15][N:14]=2)=[CH:9][CH:8]=1.[CH3:40][C@@H:41]([CH2:61][CH3:62])[C@H:42]([N:46]1[CH2:50][C:49](=[O:51])[N:48]([CH2:52][C:53]2[CH:58]=[CH:57][CH:56]=[C:55]([CH3:59])[N:54]=2)[C:47]1=[O:60])[C:43](O)=[O:44].CCOP(ON1N=NC2C=CC=CC=2C1=O)(OCC)=O.C(N(CC)C(C)C)(C)C, predict the reaction product. The product is: [OH:32][C@@H:4]([CH2:3][C@@H:2]([NH:1][C:43](=[O:44])[C@@H:42]([N:46]1[CH2:50][C:49](=[O:51])[N:48]([CH2:52][C:53]2[CH:58]=[CH:57][CH:56]=[C:55]([CH3:59])[N:54]=2)[C:47]1=[O:60])[CH:41]([CH3:40])[CH2:61][CH3:62])[CH2:33][C:34]1[CH:35]=[CH:36][CH:37]=[CH:38][CH:39]=1)[C@@H:5]([NH:19][C:20]([C@@H:22]([NH:27][C:28](=[O:31])[O:29][CH3:30])[C:23]([CH3:25])([CH3:26])[CH3:24])=[O:21])[CH2:6][C:7]1[CH:12]=[CH:11][C:10]([C:13]2[CH:18]=[CH:17][CH:16]=[CH:15][N:14]=2)=[CH:9][CH:8]=1. (3) Given the reactants Cl[C:2]1[CH:7]=[C:6]([Cl:8])[N:5]=[CH:4][N:3]=1.[Cl:9][C:10]1[C:11]([NH2:17])=[N:12][CH:13]=[C:14]([Cl:16])[CH:15]=1.C([O-])([O-])=O.[Cs+].[Cs+].C1C=CC(P(C2C(C3C(P(C4C=CC=CC=4)C4C=CC=CC=4)=CC=C4C=3C=CC=C4)=C3C(C=CC=C3)=CC=2)C2C=CC=CC=2)=CC=1, predict the reaction product. The product is: [Cl:8][C:6]1[N:5]=[CH:4][N:3]=[C:2]([NH:17][C:11]2[C:10]([Cl:9])=[CH:15][C:14]([Cl:16])=[CH:13][N:12]=2)[CH:7]=1. (4) Given the reactants [Br:1][C:2]1[CH:3]=[C:4]([CH:7]=[CH:8][CH:9]=1)[CH2:5]Br.[N+](C1C=C(C=CC=1)C[P:17](=[O:24])([O:21][CH2:22][CH3:23])[O:18][CH2:19][CH3:20])([O-])=O, predict the reaction product. The product is: [Br:1][C:2]1[CH:3]=[C:4]([CH:7]=[CH:8][CH:9]=1)[CH2:5][P:17](=[O:24])([O:21][CH2:22][CH3:23])[O:18][CH2:19][CH3:20]. (5) Given the reactants [Cl:1][C:2]1[CH:7]=[CH:6][C:5]([NH2:8])=[CH:4][C:3]=1[O:9][CH2:10][CH:11]1[CH2:15][CH2:14][CH2:13][N:12]1[CH3:16].[CH3:17][S:18]([C:21]1[CH:22]=[C:23]([C:27]2[N:35]3[C:30]([CH:31]=[N:32][C:33](OS(C(F)(F)F)(=O)=O)=[N:34]3)=[CH:29][CH:28]=2)[CH:24]=[CH:25][CH:26]=1)(=[O:20])=[O:19], predict the reaction product. The product is: [Cl:1][C:2]1[CH:7]=[CH:6][C:5]([NH:8][C:33]2[N:32]=[CH:31][C:30]3=[CH:29][CH:28]=[C:27]([C:23]4[CH:24]=[CH:25][CH:26]=[C:21]([S:18]([CH3:17])(=[O:20])=[O:19])[CH:22]=4)[N:35]3[N:34]=2)=[CH:4][C:3]=1[O:9][CH2:10][CH:11]1[CH2:15][CH2:14][CH2:13][N:12]1[CH3:16]. (6) Given the reactants [F:1][C:2]1[C:7]([O:8][CH3:9])=[CH:6][C:5]([O:10][CH3:11])=[C:4]([F:12])[C:3]=1[N:13]1[CH2:22][C:21]2[CH:20]=[N:19][C:18]3[N:23](COCC[Si](C)(C)C)[CH:24]=[CH:25][C:17]=3[C:16]=2[C:15]([CH3:35])([CH3:34])[C:14]1=[O:36].FC(F)(F)C(O)=O, predict the reaction product. The product is: [F:12][C:4]1[C:5]([O:10][CH3:11])=[CH:6][C:7]([O:8][CH3:9])=[C:2]([F:1])[C:3]=1[N:13]1[CH2:22][C:21]2[CH:20]=[N:19][C:18]3[NH:23][CH:24]=[CH:25][C:17]=3[C:16]=2[C:15]([CH3:34])([CH3:35])[C:14]1=[O:36]. (7) The product is: [CH:1]([C:3]1[S:7][C:6]([C:8]2[O:10][N:15]=[C:14]([C:16]3[CH:17]=[C:18]([CH3:28])[C:19]([CH2:23][CH2:24][C:25]([OH:27])=[O:26])=[C:20]([CH3:22])[CH:21]=3)[N:13]=2)=[CH:5][C:4]=1[CH3:11])=[O:2]. Given the reactants [CH:1]([C:3]1[S:7][C:6]([C:8]([OH:10])=O)=[CH:5][C:4]=1[CH3:11])=[O:2].O[NH:13][C:14]([C:16]1[CH:21]=[C:20]([CH3:22])[C:19]([CH2:23][CH2:24][C:25]([OH:27])=[O:26])=[C:18]([CH3:28])[CH:17]=1)=[NH:15], predict the reaction product.